Dataset: Reaction yield outcomes from USPTO patents with 853,638 reactions. Task: Predict the reaction yield, written as a fraction of the theoretical maximum amount of product (1.0 means a 100% yield; for example, 0.34 means a 34% yield). (1) The reactants are [F:1][C:2]1[CH:7]=[C:6]([CH2:8]O)[CH:5]=[C:4]([F:10])[N:3]=1.C(N(CC)CC)C.CS(Cl)(=O)=O.[CH3:23][C:24]1[CH:25]=[C:26]([CH:39]=[C:40]([CH3:42])[CH:41]=1)[O:27][C:28]1[NH:33][C:32](=[O:34])[NH:31][C:30](=[O:35])[C:29]=1[CH:36]([CH3:38])[CH3:37].C(=O)([O-])[O-].[K+].[K+].[I-].[Li+]. The catalyst is C(Cl)(Cl)Cl.CN(C=O)C. The product is [F:1][C:2]1[CH:7]=[C:6]([CH2:8][N:33]2[C:28]([O:27][C:26]3[CH:25]=[C:24]([CH3:23])[CH:41]=[C:40]([CH3:42])[CH:39]=3)=[C:29]([CH:36]([CH3:37])[CH3:38])[C:30](=[O:35])[NH:31][C:32]2=[O:34])[CH:5]=[C:4]([F:10])[N:3]=1. The yield is 0.500. (2) The reactants are [Br:1][C:2]1[CH:8]=[CH:7][C:5]([NH2:6])=[C:4]([N+:9]([O-])=O)[C:3]=1[Cl:12].[Sn](Cl)Cl.O.C(=O)(O)[O-].[Na+]. The catalyst is C(O)C. The product is [Br:1][C:2]1[C:3]([Cl:12])=[C:4]([NH2:9])[C:5]([NH2:6])=[CH:7][CH:8]=1. The yield is 0.790.